From a dataset of Catalyst prediction with 721,799 reactions and 888 catalyst types from USPTO. Predict which catalyst facilitates the given reaction. (1) Reactant: [CH3:1][C:2]1[CH:14]=[CH:13][C:12]2[NH:11][C:10]3[CH2:9][CH2:8][N:7]4[CH2:15][CH2:16][CH2:17][CH:6]4[C:5]=3[C:4]=2[CH:3]=1.[H-].[Na+].[CH3:20][C:21]1([C:24]2[CH:25]=[N:26][CH:27]=[CH:28][CH:29]=2)[CH2:23][O:22]1. Product: [CH3:1][C:2]1[CH:14]=[CH:13][C:12]2[N:11]([CH2:20][C:21]([C:24]3[CH:25]=[N:26][CH:27]=[CH:28][CH:29]=3)([OH:22])[CH3:23])[C:10]3[CH2:9][CH2:8][N:7]4[CH2:15][CH2:16][CH2:17][CH:6]4[C:5]=3[C:4]=2[CH:3]=1. The catalyst class is: 3. (2) Reactant: [CH3:1][O:2][C:3](=[O:28])[C@@H:4]([CH2:21][C:22]1[CH:27]=[CH:26][CH:25]=[CH:24][CH:23]=1)[CH2:5][N:6]1[CH2:11][CH2:10][C@:9]([C:13]2[CH:18]=[CH:17][CH:16]=[C:15]([OH:19])[CH:14]=2)([CH3:12])[C@@H:8]([CH3:20])[CH2:7]1.C(N(CC)CC)C.C1C=CC(N([S:43]([C:46]([F:49])([F:48])[F:47])(=[O:45])=[O:44])[S:43]([C:46]([F:49])([F:48])[F:47])(=[O:45])=[O:44])=CC=1. Product: [CH3:1][O:2][C:3](=[O:28])[C@@H:4]([CH2:21][C:22]1[CH:27]=[CH:26][CH:25]=[CH:24][CH:23]=1)[CH2:5][N:6]1[CH2:11][CH2:10][C@@:9]([CH3:12])([C:13]2[CH:18]=[CH:17][CH:16]=[C:15]([O:19][S:43]([C:46]([F:49])([F:48])[F:47])(=[O:45])=[O:44])[CH:14]=2)[C@@H:8]([CH3:20])[CH2:7]1. The catalyst class is: 2. (3) Reactant: [NH2:1][C:2]1[CH:3]=[C:4]2[C:9](=[CH:10][C:11]=1[NH:12][CH2:13][CH3:14])[N:8]=[CH:7][N:6]=[C:5]2[N:15]1[CH2:20][CH2:19][N:18]([C:21](=[S:30])[NH:22][CH2:23][C:24]2[CH:29]=[CH:28][CH:27]=[CH:26][CH:25]=2)[CH2:17][CH2:16]1.C(N(CC)CC)C.[C:38](=S)=[S:39]. Product: [CH2:23]([NH:22][C:21]([N:18]1[CH2:19][CH2:20][N:15]([C:5]2[C:4]3[CH:3]=[C:2]4[NH:1][C:38](=[S:39])[N:12]([CH2:13][CH3:14])[C:11]4=[CH:10][C:9]=3[N:8]=[CH:7][N:6]=2)[CH2:16][CH2:17]1)=[S:30])[C:24]1[CH:29]=[CH:28][CH:27]=[CH:26][CH:25]=1. The catalyst class is: 8. (4) Product: [ClH:35].[Cl:35][C:32]1[CH:31]=[CH:30][C:29]([CH:10]2[CH2:11][N:12]([C:15]3[N:20]([CH3:21])[C:19](=[O:22])[CH:18]=[C:17]([C:23]4[CH:24]=[CH:25][N:26]=[CH:27][CH:28]=4)[N:16]=3)[CH2:13][CH2:14][NH:9]2)=[CH:34][CH:33]=1. Reactant: Cl.C(OC([N:9]1[CH2:14][CH2:13][N:12]([C:15]2[N:20]([CH3:21])[C:19](=[O:22])[CH:18]=[C:17]([C:23]3[CH:28]=[CH:27][N:26]=[CH:25][CH:24]=3)[N:16]=2)[CH2:11][CH:10]1[C:29]1[CH:34]=[CH:33][C:32]([Cl:35])=[CH:31][CH:30]=1)=O)(C)(C)C. The catalyst class is: 13. (5) The catalyst class is: 519. Reactant: [NH2:1][C:2]1[S:3][CH:4]=[CH:5][N:6]=1.[N+:7]([CH2:9][C:10]([O:12][CH3:13])=[O:11])#[C-:8].[CH:14](=O)[CH3:15]. Product: [CH3:14][C:15]1[N:1]=[C:2]2[N:6]([C:8]=1[NH:7][CH2:9][C:10]([O:12][CH3:13])=[O:11])[CH:5]=[CH:4][S:3]2. (6) Reactant: CC([O-])(C)C.[Na+].Br[C:8]1[CH:13]=[CH:12][C:11]([C:14]([CH3:17])([CH3:16])[CH3:15])=[CH:10][CH:9]=1.[CH3:18][N:19]([CH3:25])[CH2:20][CH2:21][CH2:22][NH:23][CH3:24]. Product: [C:14]([C:11]1[CH:12]=[CH:13][C:8]([N:23]([CH3:24])[CH2:22][CH2:21][CH2:20][N:19]([CH3:25])[CH3:18])=[CH:9][CH:10]=1)([CH3:17])([CH3:16])[CH3:15]. The catalyst class is: 718.